From a dataset of Catalyst prediction with 721,799 reactions and 888 catalyst types from USPTO. Predict which catalyst facilitates the given reaction. (1) Reactant: [CH3:1][O:2][C:3]1[C:8]2[N:9]=[C:10]([NH2:12])[O:11][C:7]=2[C:6]([C:13]2[CH:18]=[CH:17][CH:16]=[CH:15][CH:14]=2)=[CH:5][CH:4]=1.[CH3:19][O:20][CH2:21][CH2:22][N:23]([CH2:25][C:26]1[CH:34]=[CH:33][C:29]([C:30](Cl)=[O:31])=[CH:28][CH:27]=1)[CH3:24].C(N(CC)CC)C. Product: [CH3:19][O:20][CH2:21][CH2:22][N:23]([CH2:25][C:26]1[CH:27]=[CH:28][C:29]([C:30]([NH:12][C:10]2[O:11][C:7]3[C:6]([C:13]4[CH:14]=[CH:15][CH:16]=[CH:17][CH:18]=4)=[CH:5][CH:4]=[C:3]([O:2][CH3:1])[C:8]=3[N:9]=2)=[O:31])=[CH:33][CH:34]=1)[CH3:24]. The catalyst class is: 251. (2) Reactant: [Cl:1][C:2]1[CH:9]=[C:8]([OH:10])[CH:7]=[C:6]([Cl:11])[C:3]=1[CH:4]=[O:5].[CH2:12]([O:14][P:15]([CH2:20]O)(=[O:19])[O:16][CH2:17][CH3:18])[CH3:13].C1C=CC(P(C2C=CC=CC=2)C2C=CC=CC=2)=CC=1.CCOC(/N=N/C(OCC)=O)=O. Product: [CH2:12]([O:14][P:15]([CH2:20][O:10][C:8]1[CH:9]=[C:2]([Cl:1])[C:3]([CH:4]=[O:5])=[C:6]([Cl:11])[CH:7]=1)(=[O:19])[O:16][CH2:17][CH3:18])[CH3:13]. The catalyst class is: 1.